From a dataset of Full USPTO retrosynthesis dataset with 1.9M reactions from patents (1976-2016). Predict the reactants needed to synthesize the given product. (1) Given the product [ClH:25].[NH:24]1[CH2:23][CH2:22][N:21]=[C:20]1[CH:5]1[C:6]2[CH:7]=[CH:8][CH:9]=[C:10]([OH:13])[C:11]=2[CH2:12][CH:3]([CH2:1][CH3:2])[O:4]1, predict the reactants needed to synthesize it. The reactants are: [CH2:1]([CH:3]1[CH2:12][C:11]2[C:6](=[CH:7][CH:8]=[CH:9][C:10]=2[O:13]C2CCCCO2)[CH:5]([C:20]2[NH:21][CH2:22][CH2:23][N:24]=2)[O:4]1)[CH3:2].[ClH:25]. (2) Given the product [C:28]([C:25]1[NH:23][C:3]([C:5]2[CH:10]=[CH:9][N:8]=[C:7]3[N:11]([CH2:14][O:15][CH2:16][CH2:17][Si:18]([CH3:21])([CH3:20])[CH3:19])[CH:12]=[CH:13][C:6]=23)=[CH:2][N:39]=1)([CH3:31])([CH3:29])[CH3:27], predict the reactants needed to synthesize it. The reactants are: Cl[CH2:2][C:3]([C:5]1[CH:10]=[CH:9][N:8]=[C:7]2[N:11]([CH2:14][O:15][CH2:16][CH2:17][Si:18]([CH3:21])([CH3:20])[CH3:19])[CH:12]=[CH:13][C:6]=12)=O.C[N:23]([CH:25]=O)C.[C:27]([O-])(=O)[C:28]([CH3:31])(C)[CH3:29].[Cs+].C([O-])(=O)C.[NH4+:39]. (3) Given the product [CH3:1][O:2][C:3](=[O:20])[C:4]1[CH:18]=[C:17]([NH:19][C:26](=[O:27])[CH2:25][CH2:24][CH2:23][CH2:22][Cl:21])[CH:16]=[C:6]([C:7]([N:9]([CH2:10][CH2:11][CH3:12])[CH2:13][CH2:14][CH3:15])=[O:8])[CH:5]=1, predict the reactants needed to synthesize it. The reactants are: [CH3:1][O:2][C:3](=[O:20])[C:4]1[CH:18]=[C:17]([NH2:19])[CH:16]=[C:6]([C:7]([N:9]([CH2:13][CH2:14][CH3:15])[CH2:10][CH2:11][CH3:12])=[O:8])[CH:5]=1.[Cl:21][CH2:22][CH2:23][CH2:24][CH2:25][C:26](Cl)=[O:27]. (4) Given the product [F:1][C:2]1[CH:7]=[CH:6][C:5]([S:8]([C:11]2[CH:12]=[CH:13][C:14]([CH2:21][CH2:22][CH3:23])=[C:15]([S:17]([NH:32][CH2:31][CH2:30][C:26]3[CH:25]=[N:24][CH:29]=[CH:28][CH:27]=3)(=[O:19])=[O:18])[CH:16]=2)(=[O:10])=[O:9])=[CH:4][CH:3]=1, predict the reactants needed to synthesize it. The reactants are: [F:1][C:2]1[CH:7]=[CH:6][C:5]([S:8]([C:11]2[CH:12]=[CH:13][C:14]([CH2:21][CH2:22][CH3:23])=[C:15]([S:17](Cl)(=[O:19])=[O:18])[CH:16]=2)(=[O:10])=[O:9])=[CH:4][CH:3]=1.[N:24]1[CH:29]=[CH:28][CH:27]=[C:26]([CH2:30][CH2:31][NH2:32])[CH:25]=1. (5) Given the product [CH3:29][O:23][C:21](=[O:22])[CH:19]=[C:2]1[CH2:7][CH2:6][N:5]([C:8]([O:10][CH2:11][C:12]2[CH:17]=[CH:16][CH:15]=[CH:14][CH:13]=2)=[O:9])[CH2:4][CH2:3]1, predict the reactants needed to synthesize it. The reactants are: O=[C:2]1[CH2:7][CH2:6][N:5]([C:8]([O:10][CH2:11][C:12]2[CH:17]=[CH:16][CH:15]=[CH:14][CH:13]=2)=[O:9])[CH2:4][CH2:3]1.C[C:19](P(OC)(O)=O)([C:21]([O-:23])=[O:22])C.[CH3:29]CN(C(C)C)C(C)C.